From a dataset of Forward reaction prediction with 1.9M reactions from USPTO patents (1976-2016). Predict the product of the given reaction. Given the reactants Cl[C:2]1[N:7]=[C:6]([N:8]([C:16]([O:18][C:19]([CH3:22])([CH3:21])[CH3:20])=[O:17])[C:9]([O:11][C:12]([CH3:15])([CH3:14])[CH3:13])=[O:10])[N:5]=[C:4]2[N:23]([CH2:29][C:30]3[CH:35]=[CH:34][C:33]([O:36][CH3:37])=[CH:32][CH:31]=3)[N:24]=[C:25]([CH2:26][CH2:27]O)[C:3]=12.C(N(CC)CC)C.C[S:46](Cl)(=O)=O, predict the reaction product. The product is: [CH3:37][O:36][C:33]1[CH:34]=[CH:35][C:30]([CH2:29][N:23]2[C:4]3[C:3]4[C:25]([CH2:26][CH2:27][S:46][C:2]=4[N:7]=[C:6]([N:8]([C:9]([O:11][C:12]([CH3:13])([CH3:15])[CH3:14])=[O:10])[C:16]([O:18][C:19]([CH3:21])([CH3:22])[CH3:20])=[O:17])[N:5]=3)=[N:24]2)=[CH:31][CH:32]=1.